Dataset: Full USPTO retrosynthesis dataset with 1.9M reactions from patents (1976-2016). Task: Predict the reactants needed to synthesize the given product. (1) The reactants are: [Cl:1][C:2]1[CH:7]=[CH:6][C:5]([S:8][C:9]2[C:17]3[C:12](=[N:13][CH:14]=[CH:15][CH:16]=3)[NH:11][C:10]=2[CH:18]2[CH2:23][CH2:22][N:21](C(OC(C)(C)C)=O)[CH2:20][CH2:19]2)=[CH:4][CH:3]=1.FC(F)(F)C(O)=O. Given the product [Cl:1][C:2]1[CH:7]=[CH:6][C:5]([S:8][C:9]2[C:17]3[C:12](=[N:13][CH:14]=[CH:15][CH:16]=3)[NH:11][C:10]=2[CH:18]2[CH2:23][CH2:22][NH:21][CH2:20][CH2:19]2)=[CH:4][CH:3]=1, predict the reactants needed to synthesize it. (2) Given the product [C@@H:11]12[CH2:12][C@@H:13]1[CH2:14][NH:9][C@@H:10]2[CH2:15][NH:16][C:17](=[O:22])[C:18]([F:19])([F:21])[F:20], predict the reactants needed to synthesize it. The reactants are: Cl.C(OC([N:9]1[CH2:14][C@@H:13]2[C@@H:11]([CH2:12]2)[C@H:10]1[CH2:15][NH:16][C:17](=[O:22])[C:18]([F:21])([F:20])[F:19])=O)(C)(C)C. (3) Given the product [NH2:18][C:16]1[S:17][CH:13]=[C:12]([C:3]2[C:2]([F:1])=[C:7]([F:8])[C:6]([F:9])=[C:5]([F:10])[C:4]=2[F:11])[N:15]=1, predict the reactants needed to synthesize it. The reactants are: [F:1][C:2]1[C:7]([F:8])=[C:6]([F:9])[C:5]([F:10])=[C:4]([F:11])[C:3]=1[C:12](=O)[CH3:13].[NH2:15][C:16]([NH2:18])=[S:17]. (4) Given the product [CH2:20]([C:19]([C:16]1[CH:17]=[CH:18][C:13]([C:10]2[S:11][CH:12]=[C:8]([CH2:7][C:6]([OH:40])=[O:5])[N:9]=2)=[C:14]([CH3:39])[CH:15]=1)([C:22]1[CH:27]=[CH:26][C:25]([CH2:28][CH2:29][CH:30]([OH:35])[C:31]([CH3:33])([CH3:34])[CH3:32])=[C:24]([CH3:36])[CH:23]=1)[CH2:37][CH3:38])[CH3:21], predict the reactants needed to synthesize it. The reactants are: [OH-].[Na+].O.C[O:5][C:6](=[O:40])[CH2:7][C:8]1[N:9]=[C:10]([C:13]2[CH:18]=[CH:17][C:16]([C:19]([CH2:37][CH3:38])([C:22]3[CH:27]=[CH:26][C:25]([CH2:28][CH2:29][CH:30]([OH:35])[C:31]([CH3:34])([CH3:33])[CH3:32])=[C:24]([CH3:36])[CH:23]=3)[CH2:20][CH3:21])=[CH:15][C:14]=2[CH3:39])[S:11][CH:12]=1.Cl. (5) Given the product [CH3:1][O:2][C:3]1[CH:4]=[C:5]([N:12]2[CH2:17][CH2:16][CH2:15][C@@H:14]([C:18]([OH:20])=[O:19])[CH2:13]2)[CH:6]=[CH:7][C:8]=1[N+:9]([O-:11])=[O:10], predict the reactants needed to synthesize it. The reactants are: [CH3:1][O:2][C:3]1[CH:4]=[C:5]([N:12]2[CH2:17][CH2:16][CH2:15][C@H:14]([C:18]([OH:20])=[O:19])[CH2:13]2)[CH:6]=[CH:7][C:8]=1[N+:9]([O-:11])=[O:10].N1CCC[C@@H](C(O)=O)C1. (6) Given the product [OH:37][CH:25]([C@@H:24]([NH:23][C:19](=[O:20])[O:9][C@H:4]1[C@:3]([CH2:1][CH3:2])([CH3:10])[CH2:7][O:6][C:5]1=[O:8])[CH2:38][CH2:39][CH2:40][CH3:41])[C:26](=[O:27])[NH:28][C@@H:29]([C:31]1[CH:36]=[CH:35][CH:34]=[CH:33][CH:32]=1)[CH3:30], predict the reactants needed to synthesize it. The reactants are: [CH2:1]([C@@:3]1([CH3:10])[CH2:7][O:6][C:5](=[O:8])[C@H:4]1[OH:9])[CH3:2].N1C(C)=CC=CC=1C.[C:19](Cl)(Cl)=[O:20].[NH2:23][C@@H:24]([CH2:38][CH2:39][CH2:40][CH3:41])[CH:25]([OH:37])[C:26]([NH:28][C@@H:29]([C:31]1[CH:36]=[CH:35][CH:34]=[CH:33][CH:32]=1)[CH3:30])=[O:27].C(N(CC)CC)C. (7) Given the product [CH2:1]([O:8][C:9]1[CH:22]=[C:21]2[C:12]([C@@H:13]3[C@@:18]([CH3:23])([CH2:19][CH2:20]2)[C@@H:17]([CH2:29][CH2:30][CH2:31][CH3:32])[CH2:16][C:15](=[O:24])[C@H:14]3[CH3:25])=[CH:11][CH:10]=1)[C:2]1[CH:3]=[CH:4][CH:5]=[CH:6][CH:7]=1, predict the reactants needed to synthesize it. The reactants are: [CH2:1]([O:8][C:9]1[CH:22]=[C:21]2[C:12]([C@@H:13]3[C@@:18]([CH3:23])([CH2:19][CH2:20]2)[CH:17]=[CH:16][C:15](=[O:24])[C@H:14]3[CH3:25])=[CH:11][CH:10]=1)[C:2]1[CH:7]=[CH:6][CH:5]=[CH:4][CH:3]=1.C([Cu])#N.[CH2:29]([Li])[CH2:30][CH2:31][CH3:32].